This data is from Reaction yield outcomes from USPTO patents with 853,638 reactions. The task is: Predict the reaction yield, written as a fraction of the theoretical maximum amount of product (1.0 means a 100% yield; for example, 0.34 means a 34% yield). (1) The reactants are [CH:1]([O:4][C:5]([N:7]1[CH:12]([CH2:13][CH3:14])[CH2:11][CH:10]([NH:15]CC2C=CC=CC=2)[CH2:9][CH:8]1[CH2:23][CH3:24])=[O:6])([CH3:3])[CH3:2]. The catalyst is C(O)C.[Pd]. The product is [CH:1]([O:4][C:5]([N:7]1[CH:12]([CH2:13][CH3:14])[CH2:11][CH:10]([NH2:15])[CH2:9][CH:8]1[CH2:23][CH3:24])=[O:6])([CH3:2])[CH3:3]. The yield is 0.970. (2) The reactants are [O:1]1[C:10]2[C:5](=[CH:6][C:7]([C:11]([O:13]CC)=[O:12])=[CH:8][CH:9]=2)[CH:4]=[CH:3][CH2:2]1.[OH-].[Na+]. The catalyst is CO. The product is [O:1]1[C:10]2[C:5](=[CH:6][C:7]([C:11]([OH:13])=[O:12])=[CH:8][CH:9]=2)[CH:4]=[CH:3][CH2:2]1. The yield is 0.130. (3) The reactants are [CH3:1][N:2]1[C:10]2[C:5](=[CH:6][CH:7]=[CH:8][CH:9]=2)[C:4]([CH2:11][C:12]2[C:13](=[O:19])[NH:14][C:15](=[S:18])[NH:16][CH:17]=2)=[CH:3]1.[Cl:20][C:21]1[CH:26]=[CH:25][C:24]([O:27][C:28]2[CH:33]=[CH:32][C:31]([CH2:34]Cl)=[CH:30][CH:29]=2)=[CH:23][C:22]=1[C:36]([F:39])([F:38])[F:37].C([O-])([O-])=O.[K+].[K+]. The catalyst is CN(C=O)C.CC(=O)OCC. The product is [Cl:20][C:21]1[CH:26]=[CH:25][C:24]([O:27][C:28]2[CH:29]=[CH:30][C:31]([CH2:34][S:18][C:15]3[NH:16][CH:17]=[C:12]([CH2:11][C:4]4[C:5]5[C:10](=[CH:9][CH:8]=[CH:7][CH:6]=5)[N:2]([CH3:1])[CH:3]=4)[C:13](=[O:19])[N:14]=3)=[CH:32][CH:33]=2)=[CH:23][C:22]=1[C:36]([F:37])([F:38])[F:39]. The yield is 0.247. (4) The reactants are Br[C:2]1[C:3]([F:12])=[C:4]([CH:8]=[C:9]([CH3:11])[CH:10]=1)[C:5]([OH:7])=[O:6].[F:13][C:14]1[CH:15]=[C:16](B(O)O)[CH:17]=[CH:18][CH:19]=1.C([O-])([O-])=O.[K+].[K+].Cl. The product is [F:12][C:3]1[C:2]([C:18]2[CH:17]=[CH:16][CH:15]=[C:14]([F:13])[CH:19]=2)=[CH:10][C:9]([CH3:11])=[CH:8][C:4]=1[C:5]([OH:7])=[O:6]. The catalyst is C(#N)C.O.C1C=CC([P]([Pd]([P](C2C=CC=CC=2)(C2C=CC=CC=2)C2C=CC=CC=2)([P](C2C=CC=CC=2)(C2C=CC=CC=2)C2C=CC=CC=2)[P](C2C=CC=CC=2)(C2C=CC=CC=2)C2C=CC=CC=2)(C2C=CC=CC=2)C2C=CC=CC=2)=CC=1. The yield is 0.750. (5) The reactants are [BH4-].[Na+].[C:3]([C:6]1[O:7][CH:8]=[C:9]([C:11]([NH:13][CH2:14][C@@H:15]([N:17]2[CH:21]=[CH:20][C:19]([C:22]3[CH:27]=[CH:26][C:25]([C:28]#[N:29])=[C:24]([Cl:30])[CH:23]=3)=[N:18]2)[CH3:16])=[O:12])[N:10]=1)(=[O:5])[CH3:4]. The catalyst is C(O)C. The product is [Cl:30][C:24]1[CH:23]=[C:22]([C:19]2[CH:20]=[CH:21][N:17]([C@@H:15]([CH3:16])[CH2:14][NH:13][C:11]([C:9]3[N:10]=[C:6]([CH:3]([OH:5])[CH3:4])[O:7][CH:8]=3)=[O:12])[N:18]=2)[CH:27]=[CH:26][C:25]=1[C:28]#[N:29]. The yield is 0.840. (6) The reactants are Cl[C:2]1[N:7]=[C:6]([NH:8][C@H:9]([CH3:12])[CH2:10][OH:11])[C:5]([C:13]2[S:14][CH:15]=[CH:16][CH:17]=2)=[CH:4][N:3]=1.[NH2:18][C:19]1[CH:24]=[CH:23][C:22]([S@@:25]([CH:33]2[CH2:35][CH2:34]2)(=[N:27][C:28]([O:30][CH2:31][CH3:32])=[O:29])=[O:26])=[CH:21][CH:20]=1. No catalyst specified. The product is [CH2:31]([O:30][C:28]([N:27]=[S@@:25]([C:22]1[CH:21]=[CH:20][C:19]([NH:18][C:2]2[N:7]=[C:6]([NH:8][C@H:9]([CH3:12])[CH2:10][OH:11])[C:5]([C:13]3[S:14][CH:15]=[CH:16][CH:17]=3)=[CH:4][N:3]=2)=[CH:24][CH:23]=1)([CH:33]1[CH2:34][CH2:35]1)=[O:26])=[O:29])[CH3:32]. The yield is 0.500. (7) The reactants are [Cl:1][C:2]1[C:11]([NH:12][NH2:13])=[N:10][C:9]2[C:4](=[CH:5][CH:6]=[C:7]([Cl:14])[CH:8]=2)[N:3]=1.Cl.[N:16]([O-])=O.[Na+]. The catalyst is O. The product is [Cl:1][C:2]1[C:11]2[N:10]([N:16]=[N:13][N:12]=2)[C:9]2[C:4]([N:3]=1)=[CH:5][CH:6]=[C:7]([Cl:14])[CH:8]=2. The yield is 0.950. (8) The reactants are Br[C:2]1[CH:3]=[C:4]2[C:8](=[CH:9][CH:10]=1)[C:7](=[O:11])[O:6][CH2:5]2.[B:12]1([B:12]2[O:16][C:15]([CH3:18])([CH3:17])[C:14]([CH3:20])([CH3:19])[O:13]2)[O:16][C:15]([CH3:18])([CH3:17])[C:14]([CH3:20])([CH3:19])[O:13]1.C([O-])(=O)C.[K+]. The catalyst is O1CCOCC1.C1C=CC(P(C2C=CC=CC=2)[C-]2C=CC=C2)=CC=1.C1C=CC(P(C2C=CC=CC=2)[C-]2C=CC=C2)=CC=1.Cl[Pd]Cl.[Fe+2].C(Cl)Cl. The product is [CH3:17][C:15]1([CH3:18])[O:16][B:12]([C:2]2[CH:10]=[CH:9][C:8]3[C:7](=[O:11])[O:6][CH2:5][C:4]=3[CH:3]=2)[O:13][C:14]1([CH3:20])[CH3:19]. The yield is 0.570. (9) The reactants are [NH2:1][C:2]1[CH:7]=[CH:6][CH:5]=[C:4]([NH2:8])[N:3]=1.[I:9]N1C(=O)CCC1=O.O. The catalyst is CS(C)=O. The product is [I:9][C:7]1[C:2]([NH2:1])=[N:3][C:4]([NH2:8])=[CH:5][CH:6]=1. The yield is 0.228. (10) The reactants are [C:1]1([CH2:7][N:8]2[CH:12]=[N:11][CH:10]=[N:9]2)[CH:6]=[CH:5][CH:4]=[CH:3][CH:2]=1.[CH:13](=[O:15])[CH3:14]. No catalyst specified. The product is [CH2:7]([N:8]1[C:12]([CH:13]([OH:15])[CH3:14])=[N:11][CH:10]=[N:9]1)[C:1]1[CH:2]=[CH:3][CH:4]=[CH:5][CH:6]=1. The yield is 0.860.